The task is: Predict the reactants needed to synthesize the given product.. This data is from Full USPTO retrosynthesis dataset with 1.9M reactions from patents (1976-2016). (1) Given the product [Br:76][C:69]1[CH:70]=[CH:71][C:72]([O:74][CH3:75])=[CH:73][C:68]=1[C:67]([N:64]1[CH2:65][CH2:66][N:61]([C:20](=[O:22])[CH2:19][NH:18][C:16]([C:13]2[CH:12]=[CH:11][C:10]([C:23]3[CH:28]=[CH:27][CH:26]=[CH:25][CH:24]=3)=[CH:15][CH:14]=2)=[O:17])[CH2:62][CH:63]1[CH3:78])=[O:77], predict the reactants needed to synthesize it. The reactants are: CCN(C(C)C)C(C)C.[C:10]1([C:23]2[CH:28]=[CH:27][CH:26]=[CH:25][CH:24]=2)[CH:15]=[CH:14][C:13]([C:16]([NH:18][CH2:19][C:20]([OH:22])=O)=[O:17])=[CH:12][CH:11]=1.C1C=CC2N(O)N=NC=2C=1.CCN=C=NCCCN(C)C.FC(F)(F)C(O)=O.NCC([N:61]1[CH2:66][CH2:65][N:64]([C:67](=[O:77])[C:68]2[CH:73]=[C:72]([O:74][CH3:75])[CH:71]=[CH:70][C:69]=2[Br:76])[CH:63]([CH3:78])[CH2:62]1)=O. (2) Given the product [CH3:1][N:2]([CH3:14])[CH2:3][CH2:4][O:5][C:6]1[CH:7]=[C:8]([NH:9][S:24]([C:21]2[S:20][C:19]3[CH:28]=[CH:29][C:16]([Cl:15])=[CH:17][C:18]=3[C:22]=2[CH3:23])(=[O:26])=[O:25])[CH:10]=[CH:11][C:12]=1[I:13], predict the reactants needed to synthesize it. The reactants are: [CH3:1][N:2]([CH3:14])[CH2:3][CH2:4][O:5][C:6]1[CH:7]=[C:8]([CH:10]=[CH:11][C:12]=1[I:13])[NH2:9].[Cl:15][C:16]1[CH:29]=[CH:28][C:19]2[S:20][C:21]([S:24](Cl)(=[O:26])=[O:25])=[C:22]([CH3:23])[C:18]=2[CH:17]=1.